Dataset: Reaction yield outcomes from USPTO patents with 853,638 reactions. Task: Predict the reaction yield, written as a fraction of the theoretical maximum amount of product (1.0 means a 100% yield; for example, 0.34 means a 34% yield). (1) The reactants are [ClH:1].[CH2:2]1[O:10][C:9]2[CH:8]=[CH:7][C:6]([CH2:11][C@H:12]([NH:16][CH2:17][CH2:18][CH3:19])[CH2:13][CH2:14][CH3:15])=[CH:5][C:4]=2[O:3]1. The catalyst is C(OCC)C. The product is [ClH:1].[CH2:2]1[O:10][C:9]2[CH:8]=[CH:7][C:6]([CH2:11][C@H:12]([NH:16][CH2:17][CH2:18][CH3:19])[CH2:13][CH2:14][CH3:15])=[CH:5][C:4]=2[O:3]1. The yield is 0.240. (2) The reactants are Cl.[F:2][C:3]([F:11])([F:10])[CH:4]1[CH2:9][CH2:8][NH:7][CH2:6][CH2:5]1.CCN(C(C)C)C(C)C.[Br:21][C:22]1[C:23](Cl)=[C:24]([C:30](=[O:37])[C:31]([O:33][CH:34]([CH3:36])[CH3:35])=[O:32])[C:25]([CH3:29])=[N:26][C:27]=1[CH3:28]. The catalyst is CC#N.CCOCC. The product is [Br:21][C:22]1[C:23]([N:7]2[CH2:8][CH2:9][CH:4]([C:3]([F:11])([F:10])[F:2])[CH2:5][CH2:6]2)=[C:24]([C:30](=[O:37])[C:31]([O:33][CH:34]([CH3:35])[CH3:36])=[O:32])[C:25]([CH3:29])=[N:26][C:27]=1[CH3:28]. The yield is 0.710.